Dataset: Reaction yield outcomes from USPTO patents with 853,638 reactions. Task: Predict the reaction yield, written as a fraction of the theoretical maximum amount of product (1.0 means a 100% yield; for example, 0.34 means a 34% yield). (1) The yield is 0.210. The catalyst is C1COCC1.O. The reactants are C(NC(C)C)(C)C.C([Li])CCC.[C:13](#[N:17])[CH:14]([CH3:16])[CH3:15].Br[CH2:19][CH2:20][NH:21][C:22](=[O:31])[O:23][CH2:24][C:25]1[CH:30]=[CH:29][CH:28]=[CH:27][CH:26]=1. The product is [C:13]([C:14]([CH3:16])([CH3:15])[CH2:19][CH2:20][NH:21][C:22](=[O:31])[O:23][CH2:24][C:25]1[CH:30]=[CH:29][CH:28]=[CH:27][CH:26]=1)#[N:17]. (2) The reactants are [Br:1][C:2]1[CH:3]=[C:4]([CH2:17]O)[CH:5]=[N:6][C:7]=1[O:8][C:9]1[CH:14]=[CH:13][C:12]([F:15])=[CH:11][C:10]=1[F:16].[Br:19]P(Br)Br.C(=O)(O)[O-].[Na+]. The catalyst is ClCCl. The product is [Br:1][C:2]1[C:7]([O:8][C:9]2[CH:14]=[CH:13][C:12]([F:15])=[CH:11][C:10]=2[F:16])=[N:6][CH:5]=[C:4]([CH2:17][Br:19])[CH:3]=1. The yield is 0.860. (3) The catalyst is COCCOC.O.CCO.C1C=CC(P(C2C=CC=CC=2)[C-]2C=CC=C2)=CC=1.C1C=CC(P(C2C=CC=CC=2)[C-]2C=CC=C2)=CC=1.Cl[Pd]Cl.[Fe+2]. The product is [CH3:13][O:12][C:7]1[CH:6]=[C:5]2[C:10]([CH:11]=[C:2]([C:17]3[CH:25]=[CH:24][C:20]([C:21]([OH:23])=[O:22])=[CH:19][CH:18]=3)[CH:3]=[N:4]2)=[CH:9][CH:8]=1. The reactants are Br[C:2]1[CH:3]=[N:4][C:5]2[C:10]([CH:11]=1)=[CH:9][CH:8]=[C:7]([O:12][CH3:13])[CH:6]=2.B([C:17]1[CH:25]=[CH:24][C:20]([C:21]([OH:23])=[O:22])=[CH:19][CH:18]=1)(O)O.C([O-])([O-])=O.[Na+].[Na+]. The yield is 0.291.